Dataset: Full USPTO retrosynthesis dataset with 1.9M reactions from patents (1976-2016). Task: Predict the reactants needed to synthesize the given product. Given the product [CH3:12][C@@H:11]([NH:13][CH2:21][CH2:20][CH2:19][C:18]1[CH:23]=[CH:24][CH:25]=[C:16]([C:15]([F:14])([F:26])[F:27])[CH:17]=1)[C:1]1[CH:2]=[CH:3][CH:4]=[C:5]2[CH:6]=[CH:7][CH:8]=[CH:9][C:10]=12, predict the reactants needed to synthesize it. The reactants are: [C:1]1([C@H:11]([NH2:13])[CH3:12])[C:10]2[C:5](=[CH:6][CH:7]=[CH:8][CH:9]=2)[CH:4]=[CH:3][CH:2]=1.[F:14][C:15]([F:27])([F:26])[C:16]1[CH:17]=[C:18]([CH:23]=[CH:24][CH:25]=1)[CH:19]=[CH:20][CH:21]=O.[BH4-].[Na+].Cl.